This data is from Catalyst prediction with 721,799 reactions and 888 catalyst types from USPTO. The task is: Predict which catalyst facilitates the given reaction. (1) Reactant: [CH3:1][C:2]1[CH:10]=[CH:9][C:5]([C:6]([OH:8])=O)=[CH:4][C:3]=1[N:11]1[CH:15]=[C:14]([C:16]2[CH:17]=[N:18][CH:19]=[CH:20][CH:21]=2)[N:13]=[CH:12]1.[NH2:22][C:23]1[C:24]([O:38][CH3:39])=[C:25]([NH:33][S:34]([CH3:37])(=[O:36])=[O:35])[CH:26]=[C:27]([C:29]([CH3:32])([CH3:31])[CH3:30])[CH:28]=1.CN(C(ON1N=NC2C=CC=NC1=2)=[N+](C)C)C.F[P-](F)(F)(F)(F)F.C(N(C(C)C)CC)(C)C. Product: [C:29]([C:27]1[CH:26]=[C:25]([NH:33][S:34]([CH3:37])(=[O:36])=[O:35])[C:24]([O:38][CH3:39])=[C:23]([NH:22][C:6](=[O:8])[C:5]2[CH:9]=[CH:10][C:2]([CH3:1])=[C:3]([N:11]3[CH:15]=[C:14]([C:16]4[CH:17]=[N:18][CH:19]=[CH:20][CH:21]=4)[N:13]=[CH:12]3)[CH:4]=2)[CH:28]=1)([CH3:32])([CH3:30])[CH3:31]. The catalyst class is: 3. (2) Reactant: [Cl:1][C:2]1[CH:3]=[CH:4][C:5]2[O:9][C:8]([C:10]([OH:12])=O)=[C:7]([CH3:13])[C:6]=2[C:14]=1[O:15][CH:16]([CH3:18])[CH3:17].[C:19]([O:23][C:24](=[O:46])[C@@H:25]([NH:29][S:30]([C:33]1[CH:38]=[CH:37][C:36]([C:39]2[CH:44]=[CH:43][C:42]([NH2:45])=[CH:41][CH:40]=2)=[CH:35][CH:34]=1)(=[O:32])=[O:31])[CH:26]([CH3:28])[CH3:27])([CH3:22])([CH3:21])[CH3:20].F[P-](F)(F)(F)(F)F.N1(O[P+](N(C)C)(N(C)C)N(C)C)C2C=CC=CC=2N=N1.C(N(CC)C(C)C)(C)C. Product: [C:19]([O:23][C:24](=[O:46])[C@@H:25]([NH:29][S:30]([C:33]1[CH:34]=[CH:35][C:36]([C:39]2[CH:40]=[CH:41][C:42]([NH:45][C:10]([C:8]3[O:9][C:5]4[CH:4]=[CH:3][C:2]([Cl:1])=[C:14]([O:15][CH:16]([CH3:18])[CH3:17])[C:6]=4[C:7]=3[CH3:13])=[O:12])=[CH:43][CH:44]=2)=[CH:37][CH:38]=1)(=[O:32])=[O:31])[CH:26]([CH3:28])[CH3:27])([CH3:21])([CH3:22])[CH3:20]. The catalyst class is: 3. (3) Reactant: Cl[C:2]1[C:11]2[C:6](=[CH:7][C:8]([O:14][CH3:15])=[C:9]([O:12][CH3:13])[CH:10]=2)[N:5]=[CH:4][CH:3]=1.[CH2:16]([C:23]1[CH:28]=[CH:27][CH:26]=[CH:25][C:24]=1[OH:29])[C:17]1[CH:22]=[CH:21][CH:20]=[CH:19][CH:18]=1.O. Product: [CH2:16]([C:23]1[CH:28]=[CH:27][CH:26]=[CH:25][C:24]=1[O:29][C:2]1[C:11]2[C:6](=[CH:7][C:8]([O:14][CH3:15])=[C:9]([O:12][CH3:13])[CH:10]=2)[N:5]=[CH:4][CH:3]=1)[C:17]1[CH:18]=[CH:19][CH:20]=[CH:21][CH:22]=1. The catalyst class is: 262. (4) Reactant: Cl[C:2]1[N:3]=[C:4]2[N:12]([CH2:13][C:14]([C:16]3[CH:17]=[N:18][CH:19]=[CH:20][C:21]=3[CH3:22])=[O:15])[C@H:11]([C:23]([F:26])([F:25])[F:24])[CH2:10][CH2:9][N:5]2[C:6](=[O:8])[CH:7]=1.Cl.[C@H:28]12[CH2:34][C@H:31]([NH:32][CH2:33]1)[CH2:30][O:29]2.C(N(CC)CC)C. Product: [CH3:22][C:21]1[CH:20]=[CH:19][N:18]=[CH:17][C:16]=1[C:14](=[O:15])[CH2:13][N:12]1[C:4]2=[N:3][C:2]([N:32]3[CH2:33][C@@H:28]4[CH2:34][C@H:31]3[CH2:30][O:29]4)=[CH:7][C:6](=[O:8])[N:5]2[CH2:9][CH2:10][C@H:11]1[C:23]([F:26])([F:25])[F:24]. The catalyst class is: 6.